Dataset: Reaction yield outcomes from USPTO patents with 853,638 reactions. Task: Predict the reaction yield, written as a fraction of the theoretical maximum amount of product (1.0 means a 100% yield; for example, 0.34 means a 34% yield). (1) The reactants are C(=O)([O-])[O-].[Na+].[Na+].[CH3:7][S:8]([O:11][C@H:12]1[CH2:16][NH:15][C@@H:14]2[C@@H:17]([OH:20])[CH2:18][O:19][C@H:13]12)(=[O:10])=[O:9].[C:21](O[C:21]([O:23][C:24]([CH3:27])([CH3:26])[CH3:25])=[O:22])([O:23][C:24]([CH3:27])([CH3:26])[CH3:25])=[O:22]. The catalyst is O.O1CCOCC1. The product is [OH:20][C@@H:17]1[C@H:14]2[N:15]([C:21]([O:23][C:24]([CH3:27])([CH3:26])[CH3:25])=[O:22])[CH2:16][C@H:12]([O:11][S:8]([CH3:7])(=[O:9])=[O:10])[C@H:13]2[O:19][CH2:18]1. The yield is 0.490. (2) The reactants are Cl[C:2]1[NH:10][C:9]2[C:4](=[N:5][CH:6]=[CH:7][CH:8]=2)[C:3]=1[C:11]#[N:12].[CH3:13][C@@H:14]1[CH2:18][CH2:17][C@@H:16]([CH3:19])[NH:15]1. The product is [CH3:13][C@@H:14]1[CH2:18][CH2:17][C@@H:16]([CH3:19])[N:15]1[C:2]1[NH:10][C:9]2[C:4](=[N:5][CH:6]=[CH:7][CH:8]=2)[C:3]=1[C:11]#[N:12]. No catalyst specified. The yield is 0.240. (3) The reactants are [H-].[Na+].[CH2:3]([O:10][C:11]1[C:16]([C:17]2[NH:18][C:19]3[C:24]([C:25]=2[CH:26]2[CH2:31][CH2:30][CH2:29][CH2:28][CH2:27]2)=[CH:23][CH:22]=[C:21]([C:32]([O:34][CH3:35])=[O:33])[CH:20]=3)=[CH:15][CH:14]=[CH:13][N:12]=1)[C:4]1[CH:9]=[CH:8][CH:7]=[CH:6][CH:5]=1.Br[CH2:37][CH2:38][O:39][CH2:40][C:41]1[CH:46]=[CH:45][CH:44]=[CH:43][CH:42]=1. The catalyst is CN(C=O)C. The product is [CH2:40]([O:39][CH2:38][CH2:37][N:18]1[C:19]2[C:24](=[CH:23][CH:22]=[C:21]([C:32]([O:34][CH3:35])=[O:33])[CH:20]=2)[C:25]([CH:26]2[CH2:31][CH2:30][CH2:29][CH2:28][CH2:27]2)=[C:17]1[C:16]1[C:11]([O:10][CH2:3][C:4]2[CH:5]=[CH:6][CH:7]=[CH:8][CH:9]=2)=[N:12][CH:13]=[CH:14][CH:15]=1)[C:41]1[CH:46]=[CH:45][CH:44]=[CH:43][CH:42]=1. The yield is 0.490.